This data is from Caco-2 cell permeability data measuring drug intestinal absorption for ~900 compounds. The task is: Regression/Classification. Given a drug SMILES string, predict its absorption, distribution, metabolism, or excretion properties. Task type varies by dataset: regression for continuous measurements (e.g., permeability, clearance, half-life) or binary classification for categorical outcomes (e.g., BBB penetration, CYP inhibition). For this dataset (caco2_wang), we predict Y. The compound is Cc1cc(NC(O)=C2C(=O)c3ccccc3S(=O)(=O)N2C)no1. The Y is -4.61 log Papp (cm/s).